From a dataset of Forward reaction prediction with 1.9M reactions from USPTO patents (1976-2016). Predict the product of the given reaction. (1) Given the reactants [C:1]([O:5][C:6]([N:8]1[CH2:12][CH2:11][CH:10]([CH2:13][OH:14])[CH2:9]1)=[O:7])([CH3:4])([CH3:3])[CH3:2].CCN(C(C)C)C(C)C.[S:24](Cl)([CH3:27])(=[O:26])=[O:25], predict the reaction product. The product is: [C:1]([O:5][C:6]([N:8]1[CH2:12][CH2:11][CH:10]([CH2:13][O:14][S:24]([CH3:27])(=[O:26])=[O:25])[CH2:9]1)=[O:7])([CH3:4])([CH3:3])[CH3:2]. (2) Given the reactants [Br:1][C:2]1[CH:7]=[CH:6][C:5]([C:8]2(C(O)=O)[CH2:11][C:10]3([O:15][CH2:14][CH2:13][O:12]3)[CH2:9]2)=[CH:4][CH:3]=1.[C:19]([OH:23])([CH3:22])([CH3:21])[CH3:20].C1C=CC(P([N:38]=[N+]=[N-])(C2C=CC=CC=2)=O)=CC=1.[C:41](=[O:44])(O)[O-].[Na+], predict the reaction product. The product is: [Br:1][C:2]1[CH:3]=[CH:4][C:5]([C:8]2([NH:38][C:41](=[O:44])[O:23][C:19]([CH3:22])([CH3:21])[CH3:20])[CH2:9][C:10]3([O:12][CH2:13][CH2:14][O:15]3)[CH2:11]2)=[CH:6][CH:7]=1. (3) Given the reactants C[O:2][C:3]1[C:12]([C:13]2[CH:18]=[CH:17][CH:16]=[CH:15][N:14]=2)=[CH:11][C:10]2[N:9]=[C:8]([C:19]3[CH:24]=[CH:23][CH:22]=[CH:21][CH:20]=3)[CH:7]=[N:6][C:5]=2[C:4]=1[C:25]([O:27]C)=[O:26].B(Br)(Br)Br.O, predict the reaction product. The product is: [OH:2][C:3]1[C:12]([C:13]2[CH:18]=[CH:17][CH:16]=[CH:15][N:14]=2)=[CH:11][C:10]2[N:9]=[C:8]([C:19]3[CH:24]=[CH:23][CH:22]=[CH:21][CH:20]=3)[CH:7]=[N:6][C:5]=2[C:4]=1[C:25]([OH:27])=[O:26]. (4) The product is: [CH2:40]([C:33]1[CH:32]=[C:29]([O:30][CH3:31])[CH:28]=[CH:27][C:26]=1[C:2]1[CH:22]=[CH:21][C:5]2[C:6](=[O:20])[C:7]3[CH:8]=[C:9]4[C:13](=[CH:14][C:15]=3[Si:16]([CH3:18])([CH3:17])[C:4]=2[CH:3]=1)[N:12]([CH3:19])[CH2:11][CH2:10]4)[CH3:45]. Given the reactants I[C:2]1[CH:22]=[CH:21][C:5]2[C:6](=[O:20])[C:7]3[CH:8]=[C:9]4[C:13](=[CH:14][C:15]=3[Si:16]([CH3:18])([CH3:17])[C:4]=2[CH:3]=1)[N:12]([CH3:19])[CH2:11][CH2:10]4.C(N[C:26]1[CH:33]=[CH:32][C:29]([O:30][CH3:31])=[CH:28][CH:27]=1)C.C([O-])([O-])=O.[Cs+].[Cs+].[CH:40]1C=CC(P(C2C(C3C(P(C4C=CC=CC=4)C4C=CC=CC=4)=CC=C4C=3C=CC=C4)=C3C(C=CC=C3)=CC=2)C2C=CC=CC=2)=C[CH:45]=1, predict the reaction product. (5) Given the reactants [CH3:1][O:2][Si:3]([O:12][CH3:13])([O:10][CH3:11])[CH2:4][SiH:5]([O:8][CH3:9])[O:6][CH3:7].C(Cl)(Cl)(Cl)[Cl:15], predict the reaction product. The product is: [Cl:15][Si:5]([O:8][CH3:9])([O:6][CH3:7])[CH2:4][Si:3]([O:12][CH3:13])([O:10][CH3:11])[O:2][CH3:1]. (6) Given the reactants [CH:1]1([CH2:7][C:8]2[N:12]([CH3:13])[C:11]([C:14]([O:16]C)=[O:15])=[CH:10][C:9]=2[C:18]2[CH:23]=[C:22]([C:24]([CH3:27])([CH3:26])[CH3:25])[CH:21]=[C:20]([C:28]([CH3:31])([CH3:30])[CH3:29])[CH:19]=2)[CH2:6][CH2:5][CH2:4][CH2:3][CH2:2]1.[OH-].[Na+].Cl, predict the reaction product. The product is: [CH:1]1([CH2:7][C:8]2[N:12]([CH3:13])[C:11]([C:14]([OH:16])=[O:15])=[CH:10][C:9]=2[C:18]2[CH:23]=[C:22]([C:24]([CH3:26])([CH3:25])[CH3:27])[CH:21]=[C:20]([C:28]([CH3:31])([CH3:30])[CH3:29])[CH:19]=2)[CH2:6][CH2:5][CH2:4][CH2:3][CH2:2]1. (7) Given the reactants [NH2:1][C:2]1[CH:3]=[C:4]([CH:11]=[CH:12][C:13]=1[N:14]1[CH2:19][CH2:18][CH:17]([CH2:20][CH2:21][N:22]2[CH2:27][CH2:26][CH2:25][CH2:24][CH2:23]2)[CH2:16][CH2:15]1)[C:5]([NH:7][CH:8]1[CH2:10][CH2:9]1)=[O:6].[Cl:28][C:29]1[CH:30]=[C:31]([CH:35]=[CH:36][CH:37]=1)[C:32](Cl)=[O:33], predict the reaction product. The product is: [Cl:28][C:29]1[CH:30]=[C:31]([CH:35]=[CH:36][CH:37]=1)[C:32]([NH:1][C:2]1[CH:3]=[C:4]([CH:11]=[CH:12][C:13]=1[N:14]1[CH2:15][CH2:16][CH:17]([CH2:20][CH2:21][N:22]2[CH2:27][CH2:26][CH2:25][CH2:24][CH2:23]2)[CH2:18][CH2:19]1)[C:5]([NH:7][CH:8]1[CH2:10][CH2:9]1)=[O:6])=[O:33]. (8) Given the reactants [H-].[Al+3].[Li+].[H-].[H-].[H-].C(O[C:12]([N:14]1[CH2:36][CH2:35][C:17]2[N:18]([CH2:26][CH2:27][C:28]3[CH:29]=[N:30][C:31]([CH3:34])=[CH:32][CH:33]=3)[C:19]3[CH:20]=[CH:21][C:22]([CH3:25])=[CH:23][C:24]=3[C:16]=2[CH2:15]1)=O)(C)(C)C.O.O.O.O.O.O.O.O.O.O.S([O-])([O-])(=O)=O.[Na+].[Na+], predict the reaction product. The product is: [CH3:12][N:14]1[CH2:36][CH2:35][C:17]2[N:18]([CH2:26][CH2:27][C:28]3[CH:29]=[N:30][C:31]([CH3:34])=[CH:32][CH:33]=3)[C:19]3[CH:20]=[CH:21][C:22]([CH3:25])=[CH:23][C:24]=3[C:16]=2[CH2:15]1. (9) Given the reactants [Cl-].[NH4+:2].C[Al](C)C.C1(C)C=CC=CC=1.C[O:15][C:16]([C:18]1[NH:19][C:20]([C:34]2[CH:39]=[CH:38][CH:37]=[C:36]([CH3:40])[N:35]=2)=[C:21]([C:23]2[CH:33]=[CH:32][C:26]3=[N:27][N:28]([CH2:30]C)[N:29]=[C:25]3[CH:24]=2)[N:22]=1)=O, predict the reaction product. The product is: [CH3:30][N:28]1[N:27]=[C:26]2[CH:32]=[CH:33][C:23]([C:21]3[N:22]=[C:18]([C:16]([NH2:2])=[O:15])[NH:19][C:20]=3[C:34]3[CH:39]=[CH:38][CH:37]=[C:36]([CH3:40])[N:35]=3)=[CH:24][C:25]2=[N:29]1. (10) Given the reactants [OH:1][CH2:2][CH2:3][CH2:4][C:5]1[C:13]2[C:8](=[CH:9][CH:10]=[C:11]([C:14]#[N:15])[CH:12]=2)[NH:7][CH:6]=1.[S:16](Cl)([C:19]1[CH:25]=[CH:24][C:22]([CH3:23])=[CH:21][CH:20]=1)(=[O:18])=[O:17], predict the reaction product. The product is: [CH3:23][C:22]1[CH:24]=[CH:25][C:19]([S:16]([O:1][CH2:2][CH2:3][CH2:4][C:5]2[C:13]3[C:8](=[CH:9][CH:10]=[C:11]([C:14]#[N:15])[CH:12]=3)[NH:7][CH:6]=2)(=[O:18])=[O:17])=[CH:20][CH:21]=1.